This data is from Catalyst prediction with 721,799 reactions and 888 catalyst types from USPTO. The task is: Predict which catalyst facilitates the given reaction. (1) Reactant: C[Si]([N-][Si](C)(C)C)(C)C.[Na+].O1CCCC1.[Cl:16][C:17]1[CH:25]=[C:24]([C:26]#[C:27][CH2:28][CH2:29][O:30][CH3:31])[C:20]2[O:21][CH2:22][O:23][C:19]=2[C:18]=1[NH2:32].Cl[C:34]1[C:43]2[C:38](=[CH:39][C:40]([O:51][CH2:52][CH2:53][CH2:54][N:55]3[CH2:60][CH2:59][O:58][CH2:57][CH2:56]3)=[CH:41][C:42]=2[O:44][CH:45]2[CH2:50][CH2:49][O:48][CH2:47][CH2:46]2)[N:37]=[CH:36][N:35]=1. Product: [Cl:16][C:17]1[CH:25]=[C:24]([C:26]#[C:27][CH2:28][CH2:29][O:30][CH3:31])[C:20]2[O:21][CH2:22][O:23][C:19]=2[C:18]=1[NH:32][C:34]1[C:43]2[C:38](=[CH:39][C:40]([O:51][CH2:52][CH2:53][CH2:54][N:55]3[CH2:56][CH2:57][O:58][CH2:59][CH2:60]3)=[CH:41][C:42]=2[O:44][CH:45]2[CH2:46][CH2:47][O:48][CH2:49][CH2:50]2)[N:37]=[CH:36][N:35]=1. The catalyst class is: 3. (2) Reactant: [NH2:1][CH2:2][C:3]1[CH:4]=[C:5]([NH:9][C:10]2[S:11][C:12]([C:15]([C:17]3[CH:22]=[CH:21][CH:20]=[CH:19][C:18]=3[CH3:23])=[O:16])=[CH:13][N:14]=2)[CH:6]=[CH:7][CH:8]=1.Cl.[F:25][C:26]1[CH:27]=[CH:28][C:29]([CH3:36])=[C:30]([S:32](Cl)(=[O:34])=[O:33])[CH:31]=1.CCN(CC)CC. Product: [F:25][C:26]1[CH:27]=[CH:28][C:29]([CH3:36])=[C:30]([S:32]([NH:1][CH2:2][C:3]2[CH:8]=[CH:7][CH:6]=[C:5]([NH:9][C:10]3[S:11][C:12]([C:15](=[O:16])[C:17]4[CH:22]=[CH:21][CH:20]=[CH:19][C:18]=4[CH3:23])=[CH:13][N:14]=3)[CH:4]=2)(=[O:34])=[O:33])[CH:31]=1. The catalyst class is: 2. (3) Reactant: [CH2:1]([NH:3][S:4]([C:7]1[CH:12]=[CH:11][CH:10]=[C:9]([CH3:13])[C:8]=1[C:14]#[N:15])(=[O:6])=[O:5])[CH3:2].[C:16]1([N:22]=[C:23]=[O:24])[CH:21]=[CH:20][CH:19]=[CH:18][CH:17]=1.C(N(C(C)C)C(C)C)C.Cl. Product: [CH2:1]([N:3]([S:4]([C:7]1[CH:12]=[CH:11][CH:10]=[C:9]([CH3:13])[C:8]=1[C:14]#[N:15])(=[O:6])=[O:5])[C:23]([NH:22][C:16]1[CH:21]=[CH:20][CH:19]=[CH:18][CH:17]=1)=[O:24])[CH3:2]. The catalyst class is: 4. (4) Reactant: Cl[C:2]1[CH:3]=[C:4]([CH:19]=[CH:20][CH:21]=1)[CH2:5][C:6]1[C:11](=[O:12])[CH:10]=[CH:9][N:8]([C:13]2[CH:14]=[N:15][N:16]([CH3:18])[CH:17]=2)[N:7]=1.[B:22]1([B:22]2[O:26][C:25]([CH3:28])([CH3:27])[C:24]([CH3:30])([CH3:29])[O:23]2)[O:26][C:25]([CH3:28])([CH3:27])[C:24]([CH3:30])([CH3:29])[O:23]1.CC(C1C=C(C(C)C)C(C2C=CC=CC=2P(C2CCCCC2)C2CCCCC2)=C(C(C)C)C=1)C.CC([O-])=O.[K+]. Product: [CH3:18][N:16]1[CH:17]=[C:13]([N:8]2[CH:9]=[CH:10][C:11](=[O:12])[C:6]([CH2:5][C:4]3[CH:19]=[CH:20][CH:21]=[C:2]([B:22]4[O:26][C:25]([CH3:28])([CH3:27])[C:24]([CH3:30])([CH3:29])[O:23]4)[CH:3]=3)=[N:7]2)[CH:14]=[N:15]1. The catalyst class is: 110. (5) Reactant: [C:1]([C:3]([C:6]1[CH:7]=[C:8]([CH:12]=[CH:13][CH:14]=1)[C:9](O)=[O:10])([CH3:5])[CH3:4])#[N:2].C(Cl)(=O)C([Cl:18])=O.CN(C)C=O. Product: [C:1]([C:3]([C:6]1[CH:7]=[C:8]([CH:12]=[CH:13][CH:14]=1)[C:9]([Cl:18])=[O:10])([CH3:5])[CH3:4])#[N:2]. The catalyst class is: 7. (6) Reactant: CS(O[CH2:6][CH2:7][CH:8]([C:12]([F:15])([F:14])[F:13])[CH:9]([CH3:11])[CH3:10])(=O)=O.[F:16][C:17]([F:29])([F:28])[CH2:18][CH2:19][S:20]([CH2:23][C:24]([O:26][CH3:27])=[O:25])(=[O:22])=[O:21].C(=O)([O-])[O-].[K+].[K+].Cl. Product: [CH3:11][CH:9]([CH3:10])[CH:8]([C:12]([F:13])([F:14])[F:15])[CH2:7][CH2:6][CH:23]([S:20]([CH2:19][CH2:18][C:17]([F:28])([F:29])[F:16])(=[O:22])=[O:21])[C:24]([O:26][CH3:27])=[O:25]. The catalyst class is: 16. (7) Reactant: Cl.C(OC([N:9]1[CH2:14][CH2:13][C:12]([N:20]([CH3:22])[CH3:21])([C:15]2[S:16][CH:17]=[CH:18][CH:19]=2)[CH2:11][CH2:10]1)=O)(C)(C)C.CCOC(C)=O.CCCCCC.C([O-])([O-])=O.[Na+].[Na+]. Product: [CH3:21][N:20]([CH3:22])[C:12]1([C:15]2[S:16][CH:17]=[CH:18][CH:19]=2)[CH2:13][CH2:14][NH:9][CH2:10][CH2:11]1. The catalyst class is: 146. (8) Reactant: Br[C:2]1[CH:10]=[CH:9][C:5]([C:6]([NH2:8])=[O:7])=[CH:4][CH:3]=1.S(O)(O)(=O)=O.[NH2:16][C:17]1[CH:18]=[C:19](B(O)O)[CH:20]=[CH:21][CH:22]=1.[NH2:16][C:17]1[CH:22]=[C:21](B(O)O)[CH:20]=[CH:19][CH:18]=1.C(=O)([O-])[O-].[Na+].[Na+]. The catalyst class is: 108. Product: [NH2:16][C:17]1[CH:22]=[C:21]([C:2]2[CH:10]=[CH:9][C:5]([C:6]([NH2:8])=[O:7])=[CH:4][CH:3]=2)[CH:20]=[CH:19][CH:18]=1. (9) Reactant: [CH2:1]([O:3][C:4]([C:6]1([C:11]2[CH:16]=[CH:15][C:14]([C:17]3[CH:22]=[CH:21][C:20](B4OC(C)(C)C(C)(C)O4)=[CH:19][C:18]=3[O:32][CH3:33])=[CH:13][CH:12]=2)[CH2:8][CH:7]1CC)=[O:5])[CH3:2].[C:34]([O:38][C:39]([C:41]1[CH:45]=[CH:44][S:43][C:42]=1Br)=[O:40])([CH3:37])([CH3:36])[CH3:35].O.C(=O)([O-])[O-].[Na+].[Na+]. Product: [C:34]([O:38][C:39]([C:41]1[CH:45]=[CH:44][S:43][C:42]=1[C:20]1[CH:21]=[CH:22][C:17]([C:14]2[CH:15]=[CH:16][C:11]([C:6]3([C:4]([O:3][CH2:1][CH3:2])=[O:5])[CH2:8][CH2:7]3)=[CH:12][CH:13]=2)=[C:18]([O:32][CH3:33])[CH:19]=1)=[O:40])([CH3:37])([CH3:36])[CH3:35]. The catalyst class is: 77.